This data is from Catalyst prediction with 721,799 reactions and 888 catalyst types from USPTO. The task is: Predict which catalyst facilitates the given reaction. (1) Reactant: [C:1]([C:4]1[CH:9]=[CH:8][C:7]([C:10]2[N:11]=[C:12]([C@@H:15]([NH:23][C:24](=[O:35])[C:25]3[CH:30]=[CH:29][C:28]([C:31]#[N:32])=[CH:27][C:26]=3[CH2:33][CH3:34])[CH2:16][C:17]3[CH:22]=[CH:21][CH:20]=[CH:19][CH:18]=3)[NH:13][CH:14]=2)=[CH:6][CH:5]=1)(=[O:3])[NH2:2].CN([P+](ON1N=NC2C=CC=CC1=2)(N(C)C)N(C)C)C.F[P-](F)(F)(F)(F)F.C(N(CC)CC)C.N[C@H](C1NC=C(C2C=CC(C(N)=O)=CC=2)N=1)CC1C=CC=CC=1. Product: [NH2:32][CH2:31][C:28]1[CH:29]=[CH:30][C:25]([C:24]([NH:23][C@H:15]([C:12]2[NH:13][CH:14]=[C:10]([C:7]3[CH:6]=[CH:5][C:4]([C:1](=[O:3])[NH2:2])=[CH:9][CH:8]=3)[N:11]=2)[CH2:16][C:17]2[CH:18]=[CH:19][CH:20]=[CH:21][CH:22]=2)=[O:35])=[C:26]([CH2:33][CH3:34])[CH:27]=1. The catalyst class is: 1. (2) Reactant: [Cl:1][C:2]1[N:3]=[C:4](Cl)[C:5]2[N:10]=[CH:9][S:8][C:6]=2[N:7]=1.[CH3:12][O:13][C:14]1[CH:15]=[C:16]([NH2:22])[CH:17]=[CH:18][C:19]=1[O:20][CH3:21].CCN(C(C)C)C(C)C.O. Product: [Cl:1][C:2]1[N:3]=[C:4]([NH:22][C:16]2[CH:17]=[CH:18][C:19]([O:20][CH3:21])=[C:14]([O:13][CH3:12])[CH:15]=2)[C:5]2[N:10]=[CH:9][S:8][C:6]=2[N:7]=1. The catalyst class is: 16.